From a dataset of Reaction yield outcomes from USPTO patents with 853,638 reactions. Predict the reaction yield, written as a fraction of the theoretical maximum amount of product (1.0 means a 100% yield; for example, 0.34 means a 34% yield). (1) The reactants are [F:1][C:2]([F:11])([F:10])[C:3]1[CH:9]=[CH:8][C:6]([NH2:7])=[CH:5][CH:4]=1.[C:12]([N:18]1[CH2:22][CH2:21][O:20][C:19]1=[O:23])(=[O:17])[CH:13]=[CH:14][CH2:15][CH3:16].[Cl-].[NH4+]. The catalyst is C1(C)C=CC=CC=1. The product is [F:1][C:2]([F:10])([F:11])[C:3]1[CH:9]=[CH:8][C:6]([NH:7][CH:14]([CH2:15][CH3:16])[CH2:13][C:12]([N:18]2[CH2:22][CH2:21][O:20][C:19]2=[O:23])=[O:17])=[CH:5][CH:4]=1. The yield is 0.500. (2) The reactants are FC(F)(F)S(O[C:7]1[CH:8]=[C:9]([C:13]23[CH2:20][CH2:19][C:16]([CH2:21][CH2:22][O:23][CH2:24][C:25]([O:27][C:28]([CH3:31])([CH3:30])[CH3:29])=[O:26])([CH2:17][CH2:18]2)[CH2:15][O:14]3)[CH:10]=[CH:11][CH:12]=1)(=O)=O.[C:34]1([SH:40])[CH:39]=[CH:38][CH:37]=[CH:36][CH:35]=1.CC1(C)C2C(=C(P(C3C=CC=CC=3)C3C=CC=CC=3)C=CC=2)OC2C(P(C3C=CC=CC=3)C3C=CC=CC=3)=CC=CC1=2.CCN(C(C)C)C(C)C. The catalyst is O1CCOCC1.C1C=CC(/C=C/C(/C=C/C2C=CC=CC=2)=O)=CC=1.C1C=CC(/C=C/C(/C=C/C2C=CC=CC=2)=O)=CC=1.C1C=CC(/C=C/C(/C=C/C2C=CC=CC=2)=O)=CC=1.[Pd].[Pd]. The product is [C:34]1([S:40][C:7]2[CH:8]=[C:9]([C:13]34[CH2:20][CH2:19][C:16]([CH2:21][CH2:22][O:23][CH2:24][C:25]([O:27][C:28]([CH3:30])([CH3:31])[CH3:29])=[O:26])([CH2:17][CH2:18]3)[CH2:15][O:14]4)[CH:10]=[CH:11][CH:12]=2)[CH:39]=[CH:38][CH:37]=[CH:36][CH:35]=1. The yield is 0.950. (3) The reactants are Br[CH:2]([C:6]1[CH:11]=[CH:10][C:9]([Cl:12])=[CH:8][CH:7]=1)[C:3]([OH:5])=[O:4].[NH2:13][C:14]1[CH:19]=[CH:18][CH:17]=[CH:16][CH:15]=1. The catalyst is C(#N)C. The product is [Cl:12][C:9]1[CH:10]=[CH:11][C:6]([CH:2]([NH:13][C:14]2[CH:19]=[CH:18][CH:17]=[CH:16][CH:15]=2)[C:3]([OH:5])=[O:4])=[CH:7][CH:8]=1. The yield is 1.00. (4) The reactants are [NH2:1][C:2]1[S:3][C:4]([C:8]([NH:10][CH2:11][C:12]2[CH:17]=[CH:16][C:15]([F:18])=[CH:14][CH:13]=2)=[O:9])=[C:5]([CH3:7])[N:6]=1.C(N(CC)CC)C.[Br:26][CH2:27][CH2:28][CH2:29][C:30](Cl)=[O:31]. The catalyst is O1CCCC1.ClCCl. The product is [Br:26][CH2:27][CH2:28][CH2:29][C:30]([NH:1][C:2]1[S:3][C:4]([C:8]([NH:10][CH2:11][C:12]2[CH:17]=[CH:16][C:15]([F:18])=[CH:14][CH:13]=2)=[O:9])=[C:5]([CH3:7])[N:6]=1)=[O:31]. The yield is 0.920. (5) The reactants are [C:1]1([CH3:8])[C:6]([OH:7])=[CH:5][CH:4]=[CH:3][CH:2]=1.N(C(C)C)C(C)C.C1C(=O)N([Br:23])C(=O)C1.S(=O)(=O)(O)O. The catalyst is C(Cl)Cl.O. The product is [Br:23][C:5]1[CH:4]=[CH:3][CH:2]=[C:1]([CH3:8])[C:6]=1[OH:7]. The yield is 0.970. (6) The yield is 0.839. The reactants are [F:1][C:2]1[CH:11]=[C:10]2[C:5](C(O[Si](C)(C)C)(C#N)[CH2:7][CH2:8][O:9]2)=[CH:4][CH:3]=1.[C:19]([OH:22])(=[O:21])[CH3:20]. The product is [F:1][C:2]1[CH:11]=[C:10]2[C:5]([CH:20]([C:19]([OH:22])=[O:21])[CH2:7][CH2:8][O:9]2)=[CH:4][CH:3]=1. The catalyst is Cl.O.C(OCC)(=O)C.